Dataset: Reaction yield outcomes from USPTO patents with 853,638 reactions. Task: Predict the reaction yield, written as a fraction of the theoretical maximum amount of product (1.0 means a 100% yield; for example, 0.34 means a 34% yield). (1) The reactants are [P:1](Cl)([O:6][CH2:7][CH3:8])([O:3][CH2:4][CH3:5])=[O:2].[OH:10][CH2:11][CH2:12][CH2:13][CH2:14][NH:15][C:16](=[O:29])[CH:17]([C:19]1[CH:24]=[CH:23][C:22]([CH2:25][CH:26]([CH3:28])[CH3:27])=[CH:21][CH:20]=1)[CH3:18].CCN(C(C)C)C(C)C. The catalyst is ClCCl.CN(C)C1C=CN=CC=1. The product is [CH2:25]([C:22]1[CH:23]=[CH:24][C:19]([CH:17]([CH3:18])[C:16]([NH:15][CH2:14][CH2:13][CH2:12][CH2:11][O:10][P:1](=[O:2])([O:6][CH2:7][CH3:8])[O:3][CH2:4][CH3:5])=[O:29])=[CH:20][CH:21]=1)[CH:26]([CH3:28])[CH3:27]. The yield is 0.850. (2) The reactants are C(OC([NH:8][C@H:9]([CH2:29][C:30]1[CH:35]=[CH:34][C:33]([Cl:36])=[C:32]([Cl:37])[CH:31]=1)[C:10]([N:12]1[CH2:17][CH2:16][C:15]([CH:23]2[CH2:28][CH2:27][CH2:26][CH2:25][CH2:24]2)([C:18]([O:20][CH2:21][CH3:22])=[O:19])[CH2:14][CH2:13]1)=[O:11])=O)(C)(C)C.ClCCl.FC(F)(F)C(O)=O.[OH-].[Na+]. No catalyst specified. The product is [NH2:8][C@H:9]([CH2:29][C:30]1[CH:35]=[CH:34][C:33]([Cl:36])=[C:32]([Cl:37])[CH:31]=1)[C:10]([N:12]1[CH2:13][CH2:14][C:15]([CH:23]2[CH2:28][CH2:27][CH2:26][CH2:25][CH2:24]2)([C:18]([O:20][CH2:21][CH3:22])=[O:19])[CH2:16][CH2:17]1)=[O:11]. The yield is 0.860. (3) The reactants are [CH3:1][O:2][C:3]([C:5]1[CH:10]=[N:9][C:8](C=CN(C)C)=[CH:7][N:6]=1)=[O:4].I([O-])(=O)(=O)=O.[Na+].O.CO[CH:25]([O:28][CH3:29])[O:26][CH3:27]. The catalyst is CO.C(OCC)(=O)C.O.C1(C)C=CC(S(O)(=O)=O)=CC=1. The product is [CH3:1][O:2][C:3]([C:5]1[CH:10]=[N:9][C:8]([CH:25]([O:26][CH3:27])[O:28][CH3:29])=[CH:7][N:6]=1)=[O:4]. The yield is 0.730.